Dataset: Full USPTO retrosynthesis dataset with 1.9M reactions from patents (1976-2016). Task: Predict the reactants needed to synthesize the given product. (1) Given the product [CH2:1]([O:3][C:4]([C:6]1[C:7]([N:26]([CH2:27][CH3:28])[CH2:24][CH3:25])=[N:8][C:9]2[C:14]([C:15]=1[C:16]1[CH:21]=[CH:20][CH:19]=[CH:18][CH:17]=1)=[CH:13][C:12]([Cl:22])=[CH:11][CH:10]=2)=[O:5])[CH3:2], predict the reactants needed to synthesize it. The reactants are: [CH2:1]([O:3][C:4]([C:6]1[C:7](Cl)=[N:8][C:9]2[C:14]([C:15]=1[C:16]1[CH:21]=[CH:20][CH:19]=[CH:18][CH:17]=1)=[CH:13][C:12]([Cl:22])=[CH:11][CH:10]=2)=[O:5])[CH3:2].[CH2:24]([NH:26][CH2:27][CH3:28])[CH3:25]. (2) Given the product [Br:24][CH2:25][CH2:26][CH2:27][CH2:28][O:17][C:15]1[CH:14]=[CH:13][C:12]2[C:8]([C:5]3[CH:4]=[CH:3][C:2]([Br:1])=[CH:7][CH:6]=3)=[N:9][S:10][C:11]=2[CH:16]=1, predict the reactants needed to synthesize it. The reactants are: [Br:1][C:2]1[CH:7]=[CH:6][C:5]([C:8]2[C:12]3[CH:13]=[CH:14][C:15]([OH:17])=[CH:16][C:11]=3[S:10][N:9]=2)=[CH:4][CH:3]=1.C([O-])([O-])=O.[K+].[K+].[Br:24][CH2:25][CH2:26][CH2:27][CH2:28]Br.